This data is from Catalyst prediction with 721,799 reactions and 888 catalyst types from USPTO. The task is: Predict which catalyst facilitates the given reaction. Reactant: [CH:1]1([N:7]2[CH2:12][C:11]3[CH:13]=[CH:14][C:15]([O:17]C)=[CH:16][C:10]=3[O:9][C:8]2=[O:19])[CH2:6][CH2:5][CH2:4][CH2:3][CH2:2]1.Cl.[NH+]1C=CC=CC=1.Cl.CCOC(C)=O. The catalyst class is: 6. Product: [CH:1]1([N:7]2[CH2:12][C:11]3[CH:13]=[CH:14][C:15]([OH:17])=[CH:16][C:10]=3[O:9][C:8]2=[O:19])[CH2:2][CH2:3][CH2:4][CH2:5][CH2:6]1.